From a dataset of Reaction yield outcomes from USPTO patents with 853,638 reactions. Predict the reaction yield, written as a fraction of the theoretical maximum amount of product (1.0 means a 100% yield; for example, 0.34 means a 34% yield). The product is [ClH:32].[ClH:32].[C:1]1([C:7]2[CH:8]=[C:9]([N:13]3[CH2:18][CH2:17][NH:16][CH2:15][CH2:14]3)[CH:10]=[N:11][CH:12]=2)[CH:2]=[CH:3][CH:4]=[CH:5][CH:6]=1. No catalyst specified. The yield is 0.930. The reactants are [C:1]1([C:7]2[CH:8]=[C:9]([N:13]3[CH2:18][CH2:17][N:16](C(OC(C)(C)C)=O)[CH2:15][CH2:14]3)[CH:10]=[N:11][CH:12]=2)[CH:6]=[CH:5][CH:4]=[CH:3][CH:2]=1.C(OCC)(=O)C.[ClH:32].